Dataset: Forward reaction prediction with 1.9M reactions from USPTO patents (1976-2016). Task: Predict the product of the given reaction. (1) Given the reactants [CH3:1][C:2]1[C:7]([N+:8]([O-])=O)=[CH:6][CH:5]=[CH:4][C:3]=1[O:11][CH3:12].C(O)C, predict the reaction product. The product is: [CH3:12][O:11][C:3]1[C:2]([CH3:1])=[C:7]([NH2:8])[CH:6]=[CH:5][CH:4]=1. (2) Given the reactants [Br:1][C:2]1[CH:3]=[C:4]2[C:9](=[CH:10][CH:11]=1)[C:8]([CH2:12][N:13]1[C:19]3[CH:20]=[CH:21][CH:22]=[CH:23][C:18]=3[N:17]([C:24](=[O:67])[C:25]3[CH:30]=[CH:29][C:28]([C:31]([N:33]4[C:39]5[CH:40]=[CH:41][CH:42]=[CH:43][C:38]=5[N:37]([CH2:44][C:45]5[C:54]6[C:49](=[CH:50][C:51]([Br:55])=[CH:52][CH:53]=6)[CH:48]=[CH:47][C:46]=5[O:56][CH3:57])[C:36](=[O:58])[C@@H:35]([NH:59]C(OC(C)(C)C)=O)[CH2:34]4)=[O:32])=[CH:27][CH:26]=3)[CH2:16][C@H:15]([NH:68]C(=O)OC(C)(C)C)[C:14]1=[O:76])=[C:7]([O:77][CH3:78])[CH:6]=[CH:5]2.C([Cl:82])(=O)C, predict the reaction product. The product is: [ClH:82].[ClH:82].[NH2:59][C@H:35]1[CH2:34][N:33]([C:31](=[O:32])[C:28]2[CH:27]=[CH:26][C:25]([C:24]([N:17]3[C:18]4[CH:23]=[CH:22][CH:21]=[CH:20][C:19]=4[N:13]([CH2:12][C:8]4[C:9]5[C:4](=[CH:3][C:2]([Br:1])=[CH:11][CH:10]=5)[CH:5]=[CH:6][C:7]=4[O:77][CH3:78])[C:14](=[O:76])[C@@H:15]([NH2:68])[CH2:16]3)=[O:67])=[CH:30][CH:29]=2)[C:39]2[CH:40]=[CH:41][CH:42]=[CH:43][C:38]=2[N:37]([CH2:44][C:45]2[C:54]3[C:49](=[CH:50][C:51]([Br:55])=[CH:52][CH:53]=3)[CH:48]=[CH:47][C:46]=2[O:56][CH3:57])[C:36]1=[O:58]. (3) Given the reactants OS(O)(=O)=O.[C:6](=[O:22])([O:20][CH3:21])[O:7][C:8]1[CH:13]=[CH:12][C:11]([Br:14])=[CH:10][C:9]=1[CH:15]1[CH2:19][CH2:18][CH2:17][CH2:16]1.[N+:23]([O-])([O-:25])=[O:24].[K+], predict the reaction product. The product is: [C:6](=[O:22])([O:20][CH3:21])[O:7][C:8]1[CH:13]=[C:12]([N+:23]([O-:25])=[O:24])[C:11]([Br:14])=[CH:10][C:9]=1[CH:15]1[CH2:19][CH2:18][CH2:17][CH2:16]1. (4) The product is: [Cl:1][C:2]1[C:11]([CH2:12][OH:13])=[CH:10][C:9]2[C:4](=[CH:5][C:6]([F:14])=[CH:7][CH:8]=2)[N:3]=1. Given the reactants [Cl:1][C:2]1[C:11]([CH:12]=[O:13])=[CH:10][C:9]2[C:4](=[CH:5][C:6]([F:14])=[CH:7][CH:8]=2)[N:3]=1.[BH4-].[BH4-].[BH4-].[BH4-].[Na+].[Na+].[Na+].[Na+].[Cl-].[NH4+], predict the reaction product. (5) Given the reactants [CH:1]1([N:4]2[CH:8]=[C:7]([C:9]3[C:10]([O:23][C:24]4[N:32]=[C:31]5[C:27]([N:28](C6CCCCO6)[CH:29]=[N:30]5)=[CH:26][N:25]=4)=[C:11]4[C:16](=[CH:17][CH:18]=3)[N:15]([C:19](=[O:21])[CH3:20])[C@@H:14]([CH3:22])[CH2:13][CH2:12]4)[CH:6]=[N:5]2)[CH2:3][CH2:2]1.Cl.C(=O)([O-])[O-].[Na+].[Na+], predict the reaction product. The product is: [N:25]1[CH:26]=[C:27]2[C:31]([N:30]=[CH:29][NH:28]2)=[N:32][C:24]=1[O:23][C:10]1[C:9]([C:7]2[CH:6]=[N:5][N:4]([CH:1]3[CH2:3][CH2:2]3)[CH:8]=2)=[CH:18][CH:17]=[C:16]2[C:11]=1[CH2:12][CH2:13][C@H:14]([CH3:22])[N:15]2[C:19](=[O:21])[CH3:20]. (6) Given the reactants [NH:1]([C:3]1[N:4]=[N:5][C:6]2[CH:12]=[C:11]([O:13][CH3:14])[CH:10]=[CH:9][C:7]=2[N:8]=1)[NH2:2].[CH2:15](OC(OCC)(OCC)C)[CH3:16], predict the reaction product. The product is: [CH3:14][O:13][C:11]1[CH:10]=[CH:9][C:7]2[N:8]3[C:15]([CH3:16])=[N:2][N:1]=[C:3]3[N:4]=[N:5][C:6]=2[CH:12]=1. (7) Given the reactants [F:1][C:2]([Cl:9])([C:5]([F:8])([F:7])[F:6])[CH2:3][OH:4].[C:10](OC(=O)C)(=[O:12])[CH3:11], predict the reaction product. The product is: [C:10]([O:4][CH2:3][C:2]([F:1])([Cl:9])[C:5]([F:8])([F:7])[F:6])(=[O:12])[CH3:11].